This data is from Reaction yield outcomes from USPTO patents with 853,638 reactions. The task is: Predict the reaction yield, written as a fraction of the theoretical maximum amount of product (1.0 means a 100% yield; for example, 0.34 means a 34% yield). (1) The reactants are [CH3:1][S:2]([C:5]1[CH:10]=[CH:9][C:8]([CH2:11][CH2:12][C:13]([O:15][CH3:16])=[O:14])=[CH:7][CH:6]=1)(=[NH:4])=[O:3].[CH3:17][C:18]1[CH:22]=[CH:21][O:20][C:19]=1[C:23]([NH:25][C:26]1[CH:27]=[C:28]([C:32]#[C:33][C:34]2[CH:35]=[N:36][CH:37]=[C:38]([CH:42]=2)[C:39](O)=[O:40])[CH:29]=[CH:30][CH:31]=1)=[O:24]. No catalyst specified. The product is [CH3:1][S:2]([C:5]1[CH:6]=[CH:7][C:8]([CH2:11][CH2:12][C:13]([O:15][CH3:16])=[O:14])=[CH:9][CH:10]=1)(=[N:4][C:39]([C:38]1[CH:37]=[N:36][CH:35]=[C:34]([C:33]#[C:32][C:28]2[CH:29]=[CH:30][CH:31]=[C:26]([NH:25][C:23]([C:19]3[O:20][CH:21]=[CH:22][C:18]=3[CH3:17])=[O:24])[CH:27]=2)[CH:42]=1)=[O:40])=[O:3]. The yield is 0.860. (2) The reactants are [NH2:1][C@H:2]([CH2:7][OH:8])[CH2:3][CH2:4][S:5][CH3:6].[CH3:9][N:10]1[CH2:15][CH2:14][N:13]([C:16]2[S:17][CH:18]=[C:19]([C:21]3[CH:26]=[CH:25][C:24]([C:27]4[O:31][C:30](=[O:32])[C:29]5([CH2:37][CH2:36][CH2:35][CH2:34][CH2:33]5)[N:28]=4)=[CH:23][CH:22]=3)[N:20]=2)[CH2:12][CH2:11]1. The catalyst is CN(C)C=O. The product is [CH3:9][N:10]1[CH2:15][CH2:14][N:13]([C:16]2[S:17][CH:18]=[C:19]([C:21]3[CH:22]=[CH:23][C:24]([C:27]([NH:28][C:29]4([C:30]([NH:1][C@H:2]([CH2:7][OH:8])[CH2:3][CH2:4][S:5][CH3:6])=[O:32])[CH2:33][CH2:34][CH2:35][CH2:36][CH2:37]4)=[O:31])=[CH:25][CH:26]=3)[N:20]=2)[CH2:12][CH2:11]1. The yield is 0.860. (3) The reactants are [Cl:1][C:2]1[S:6][C:5]([S:7]([NH:10][C:11]2[CH:19]=[CH:18][C:14]([C:15]([OH:17])=[O:16])=[C:13]([OH:20])[CH:12]=2)(=[O:9])=[O:8])=[CH:4][C:3]=1[C:21]1[CH:26]=[C:25]([F:27])[CH:24]=[CH:23][C:22]=1[OH:28].[CH3:29][O:30][CH:31]([CH2:34][CH3:35])[CH2:32]O. No catalyst specified. The product is [Cl:1][C:2]1[S:6][C:5]([S:7]([NH:10][C:11]2[CH:19]=[CH:18][C:14]([C:15]([O:17][CH2:32][CH:31]([O:30][CH3:29])[CH2:34][CH3:35])=[O:16])=[C:13]([OH:20])[CH:12]=2)(=[O:9])=[O:8])=[CH:4][C:3]=1[C:21]1[CH:26]=[C:25]([F:27])[CH:24]=[CH:23][C:22]=1[OH:28]. The yield is 0.760.